Dataset: Full USPTO retrosynthesis dataset with 1.9M reactions from patents (1976-2016). Task: Predict the reactants needed to synthesize the given product. (1) The reactants are: [C:1](=[N:14][NH2:15])([C:8]1[CH:13]=[CH:12][CH:11]=[CH:10][CH:9]=1)[C:2]1[CH:7]=[CH:6][CH:5]=[CH:4][CH:3]=1.[F:16][C:17]([F:25])([C:21]([F:24])([F:23])[F:22])[C:18](=O)[CH3:19]. Given the product [C:2]1([C:1]([C:8]2[CH:9]=[CH:10][CH:11]=[CH:12][CH:13]=2)=[N:14][N:15]=[C:18]([C:17]([F:25])([F:16])[C:21]([F:24])([F:23])[F:22])[CH3:19])[CH:7]=[CH:6][CH:5]=[CH:4][CH:3]=1, predict the reactants needed to synthesize it. (2) Given the product [CH3:31][C:18]1[CH:17]=[C:16]([CH2:14][N:9]2[CH2:10][CH2:11][CH2:12][CH2:13][CH:7]([C:1]3[CH:6]=[CH:5][CH:4]=[CH:3][CH:2]=3)[CH2:8]2)[CH:30]=[CH:29][C:19]=1[O:20][C:21]1[CH:28]=[CH:27][C:24]([C:25]#[N:26])=[CH:23][N:22]=1, predict the reactants needed to synthesize it. The reactants are: [C:1]1([CH:7]2[CH2:13][CH2:12][CH2:11][CH2:10][NH:9][CH2:8]2)[CH:6]=[CH:5][CH:4]=[CH:3][CH:2]=1.[CH:14]([C:16]1[CH:30]=[CH:29][C:19]([O:20][C:21]2[CH:28]=[CH:27][C:24]([C:25]#[N:26])=[CH:23][N:22]=2)=[C:18]([CH3:31])[CH:17]=1)=O.C(O[BH-](OC(=O)C)OC(=O)C)(=O)C.[Na+].C(O)(=O)C. (3) Given the product [F:27][C:2]([F:26])([F:1])[C:3]1[CH:8]=[CH:7][C:6]([C:9]2[N:14]=[C:13]([O:15][C:16]3[C:21]4[N:22]=[C:23]([NH:25][C:28](=[O:30])[CH3:29])[S:24][C:20]=4[CH:19]=[CH:18][CH:17]=3)[CH:12]=[N:11][CH:10]=2)=[CH:5][CH:4]=1, predict the reactants needed to synthesize it. The reactants are: [F:1][C:2]([F:27])([F:26])[C:3]1[CH:8]=[CH:7][C:6]([C:9]2[N:14]=[C:13]([O:15][C:16]3[C:21]4[N:22]=[C:23]([NH2:25])[S:24][C:20]=4[CH:19]=[CH:18][CH:17]=3)[CH:12]=[N:11][CH:10]=2)=[CH:5][CH:4]=1.[C:28](OC(=O)C)(=[O:30])[CH3:29]. (4) Given the product [Br:1][C:2]1[C:3]([N:19]2[CH2:20][CH2:21][N:22]([CH2:25][C:26](=[O:33])[NH:27][C:28]3[S:29][CH:30]=[CH:31][N:32]=3)[CH2:23][CH2:24]2)=[C:4]2[N:10]=[C:9]([CH:11]3[CH2:13][CH:12]3[C:14]([NH2:35])=[O:16])[NH:8][C:5]2=[N:6][CH:7]=1, predict the reactants needed to synthesize it. The reactants are: [Br:1][C:2]1[C:3]([N:19]2[CH2:24][CH2:23][N:22]([CH2:25][C:26](=[O:33])[NH:27][C:28]3[S:29][CH:30]=[CH:31][N:32]=3)[CH2:21][CH2:20]2)=[C:4]2[N:10]=[C:9]([CH:11]3[CH2:13][CH:12]3[C:14]([O:16]CC)=O)[NH:8][C:5]2=[N:6][CH:7]=1.[OH-].[NH4+:35]. (5) Given the product [CH2:9]([O:8][C:6](=[O:7])/[C:5](/[O:4][CH2:2][CH3:3])=[CH:38]/[C:40]1[CH:41]=[C:42]2[C:46](=[CH:47][CH:48]=1)[NH:45][CH:44]=[CH:43]2)[CH3:10], predict the reactants needed to synthesize it. The reactants are: [Cl-].[CH2:2]([O:4][CH:5]([P+](C1C=CC=CC=1)(C1C=CC=CC=1)C1C=CC=CC=1)[C:6]([O:8][CH2:9][CH3:10])=[O:7])[CH3:3].CN(C)C(=N)N(C)C.[CH:38]([C:40]1[CH:41]=[C:42]2[C:46](=[CH:47][CH:48]=1)[NH:45][CH:44]=[CH:43]2)=O. (6) Given the product [Cl:57][C:44]1[C:45]([C:47]2[N:51]3[CH:52]=[CH:53][CH:54]=[C:55]([F:56])[C:50]3=[N:49][CH:48]=2)=[N:46][C:41]([NH:40][C:37]2[CH:38]=[CH:39][C:34]([N:27]3[CH2:28][CH:29]4[O:33][CH:25]([CH2:32][N:31]([C:63](=[O:64])[CH2:62][N:61]([CH3:66])[CH3:60])[CH2:30]4)[CH2:26]3)=[CH:35][C:36]=2[O:58][CH3:59])=[N:42][CH:43]=1, predict the reactants needed to synthesize it. The reactants are: CN(C(ON1N=NC2C=CC=NC1=2)=[N+](C)C)C.F[P-](F)(F)(F)(F)F.[CH:25]12[O:33][CH:29]([CH2:30][NH:31][CH2:32]1)[CH2:28][N:27]([C:34]1[CH:39]=[CH:38][C:37]([NH:40][C:41]3[N:46]=[C:45]([C:47]4[N:51]5[CH:52]=[CH:53][CH:54]=[C:55]([F:56])[C:50]5=[N:49][CH:48]=4)[C:44]([Cl:57])=[CH:43][N:42]=3)=[C:36]([O:58][CH3:59])[CH:35]=1)[CH2:26]2.[CH3:60][N:61]([CH3:66])[CH2:62][C:63](O)=[O:64].C(N(C(C)C)C(C)C)C.